This data is from Peptide-MHC class I binding affinity with 185,985 pairs from IEDB/IMGT. The task is: Regression. Given a peptide amino acid sequence and an MHC pseudo amino acid sequence, predict their binding affinity value. This is MHC class I binding data. (1) The MHC is HLA-B40:02 with pseudo-sequence HLA-B40:02. The binding affinity (normalized) is 0.0496. The peptide sequence is DESALNISGY. (2) The peptide sequence is KMNWFLNW. The MHC is Mamu-A11 with pseudo-sequence Mamu-A11. The binding affinity (normalized) is 0.102.